From a dataset of Full USPTO retrosynthesis dataset with 1.9M reactions from patents (1976-2016). Predict the reactants needed to synthesize the given product. (1) Given the product [OH:2][C:3]1[CH:12]=[C:11]2[C:6]([C:7](=[O:24])[C:8]([C:14]3[CH:23]=[CH:22][C:17]([C:18]([OH:20])=[O:19])=[CH:16][CH:15]=3)=[C:9]([CH3:13])[S:10]2)=[CH:5][CH:4]=1, predict the reactants needed to synthesize it. The reactants are: C[O:2][C:3]1[CH:12]=[C:11]2[C:6]([C:7](=[O:24])[C:8]([C:14]3[CH:23]=[CH:22][C:17]([C:18]([O:20]C)=[O:19])=[CH:16][CH:15]=3)=[C:9]([CH3:13])[S:10]2)=[CH:5][CH:4]=1.B(Br)(Br)Br.Cl. (2) Given the product [Cl:1][C:2]1[CH:7]=[CH:6][C:5]([O:8][CH2:13][C:14]2[CH:19]=[CH:18][CH:17]=[C:16]([F:20])[CH:15]=2)=[CH:4][C:3]=1[N+:9]([O-:11])=[O:10], predict the reactants needed to synthesize it. The reactants are: [Cl:1][C:2]1[CH:7]=[CH:6][C:5]([OH:8])=[CH:4][C:3]=1[N+:9]([O-:11])=[O:10].Br[CH2:13][C:14]1[CH:19]=[CH:18][CH:17]=[C:16]([F:20])[CH:15]=1. (3) Given the product [Cl:32][C:29]1[N:28]=[CH:27][C:26]([N:17]2[C:16]3[N:33]4[CH:34]=[C:10]([N:9]=[CH:3][N:4]([CH3:6])[CH3:5])[CH:11]=[CH:12][C:13]4=[N:14][C:15]=3[C:24]3[C:19](=[CH:20][CH:21]=[CH:22][CH:23]=3)[C:18]2=[O:25])=[CH:31][CH:30]=1, predict the reactants needed to synthesize it. The reactants are: CO[CH:3](OC)[N:4]([CH3:6])[CH3:5].[NH2:9][C:10]1[CH:11]=[CH:12][C:13]2[N:33]([CH:34]=1)[C:16]1[N:17]([C:26]3[CH:27]=[N:28][C:29]([Cl:32])=[CH:30][CH:31]=3)[C:18](=[O:25])[C:19]3[C:24]([C:15]=1[N:14]=2)=[CH:23][CH:22]=[CH:21][CH:20]=3. (4) Given the product [C:18]([C@H:19]1[CH2:22][CH2:21][C@H:20]2[C@@:23]3([CH:43]=[CH2:44])[C@H:32]([C@@H:33]([CH2:35][CH2:36][CH2:37][CH2:38][CH:39]([OH:40])[C:2]([F:1])([F:3])[F:4])[CH2:34][C@:18]12[CH2:17][O:16][SiH:9]([CH3:10])[CH3:11])[C:31]1[CH:30]=[CH:29][C:28]([O:41][CH3:42])=[CH:27][C:26]=1[CH2:25][CH2:24]3)([CH3:20])([CH3:19])[CH3:17], predict the reactants needed to synthesize it. The reactants are: [F:1][C:2]([Si](C)(C)C)([F:4])[F:3].[Si:9]([O:16][C@H:17]1[CH2:22][CH2:21][C@H:20]2[C@@:23]3([CH:43]=[CH2:44])[C@H:32]([C@@H:33]([CH2:35][CH2:36][CH2:37][CH2:38][CH:39]=[O:40])[CH2:34][C@:18]12[CH3:19])[C:31]1[CH:30]=[CH:29][C:28]([O:41][CH3:42])=[CH:27][C:26]=1[CH2:25][CH2:24]3)(C(C)(C)C)([CH3:11])[CH3:10]. (5) Given the product [O:19]1[CH:23]=[CH:22][CH:21]=[C:20]1[CH:24]([C:3]1[C:4]2[C:9](=[CH:8][CH:7]=[CH:6][CH:5]=2)[NH:1][CH:2]=1)[N:16]1[CH2:17][CH:13]([CH2:10][CH2:11][CH3:12])[CH2:14][C:15]1=[O:18], predict the reactants needed to synthesize it. The reactants are: [NH:1]1[C:9]2[C:4](=[CH:5][CH:6]=[CH:7][CH:8]=2)[CH:3]=[CH:2]1.[CH2:10]([CH:13]1[CH2:17][NH:16][C:15](=[O:18])[CH2:14]1)[CH2:11][CH3:12].[O:19]1[CH:23]=[CH:22][CH:21]=[C:20]1[CH:24]=O.C(N(CC)C(=O)OCN1CC(CCC)CC1=O)C. (6) Given the product [F:1][C:2]1[CH:7]=[CH:6][CH:5]=[CH:4][C:3]=1[S:8][CH2:18][CH2:17][C:16]([OH:20])=[O:19], predict the reactants needed to synthesize it. The reactants are: [F:1][C:2]1[CH:7]=[CH:6][CH:5]=[CH:4][C:3]=1[SH:8].C(N(CC)CC)C.[C:16]([OH:20])(=[O:19])[CH:17]=[CH2:18].Cl. (7) Given the product [CH:22]1([C:20]([N:17]2[CH2:18][CH2:19][C@@H:15]([CH2:14][N:13]3[C:12](=[O:25])[C:11]([CH3:26])=[C:10]([CH3:27])[N:9]=[C:8]3[C:5]3[CH:6]=[CH:7][C:2]([C:35]4[CH:36]=[C:37]5[C:32]([CH:31]=[CH:30][NH:29]5)=[CH:33][CH:34]=4)=[CH:3][C:4]=3[F:28])[CH2:16]2)=[O:21])[CH2:24][CH2:23]1, predict the reactants needed to synthesize it. The reactants are: Br[C:2]1[CH:7]=[CH:6][C:5]([C:8]2[N:13]([CH2:14][C@@H:15]3[CH2:19][CH2:18][N:17]([C:20]([CH:22]4[CH2:24][CH2:23]4)=[O:21])[CH2:16]3)[C:12](=[O:25])[C:11]([CH3:26])=[C:10]([CH3:27])[N:9]=2)=[C:4]([F:28])[CH:3]=1.[NH:29]1[C:37]2[C:32](=[CH:33][CH:34]=[C:35](B(O)O)[CH:36]=2)[CH:31]=[CH:30]1.